This data is from Forward reaction prediction with 1.9M reactions from USPTO patents (1976-2016). The task is: Predict the product of the given reaction. (1) Given the reactants C(O[C:6](=[O:22])[NH:7][CH:8]1[CH2:11][N:10]([C:12]2[C:21]3[C:16](=[CH:17][CH:18]=[CH:19][CH:20]=3)[N:15]=[CH:14][N:13]=2)[CH2:9]1)(C)(C)C.C1C=CC2N(O)N=NC=2C=1.CCN=C=NCCCN(C)C.C(OC([NH:51][C@@H:52]([CH2:56][C:57]1[CH:62]=[CH:61][C:60]([Cl:63])=[CH:59][CH:58]=1)C(O)=O)=O)(C)(C)C.C(O)(C(F)(F)F)=O, predict the reaction product. The product is: [NH2:51][C@H:52]([CH2:56][C:57]1[CH:62]=[CH:61][C:60]([Cl:63])=[CH:59][CH:58]=1)[C:6]([NH:7][CH:8]1[CH2:9][N:10]([C:12]2[C:21]3[C:16](=[CH:17][CH:18]=[CH:19][CH:20]=3)[N:15]=[CH:14][N:13]=2)[CH2:11]1)=[O:22]. (2) Given the reactants [CH3:1][NH:2][CH3:3].[CH2:4]=O.[NH:6]1[C:14]2[C:9](=[C:10]([CH2:15][N:16]([CH2:25][CH:26]3[CH2:29][CH2:28][CH2:27]3)[C:17]([C:19]3[NH:23][N:22]=[C:21]([Cl:24])[CH:20]=3)=[O:18])[CH:11]=[CH:12][CH:13]=2)[CH:8]=[CH:7]1, predict the reaction product. The product is: [Cl:24][C:21]1[CH:20]=[C:19]([C:17]([N:16]([CH2:25][CH:26]2[CH2:27][CH2:28][CH2:29]2)[CH2:15][C:10]2[CH:11]=[CH:12][CH:13]=[C:14]3[C:9]=2[C:8]([CH2:1][N:2]([CH3:4])[CH3:3])=[CH:7][NH:6]3)=[O:18])[NH:23][N:22]=1. (3) Given the reactants [I:1]N1C(C)(C)C(=O)N(I)C1=O.[C:12]1([C:18]#[C:19]C(O)=O)[CH:17]=[CH:16][CH:15]=[CH:14][CH:13]=1, predict the reaction product. The product is: [I:1][C:19]#[C:18][C:12]1[CH:17]=[CH:16][CH:15]=[CH:14][CH:13]=1. (4) Given the reactants [CH:1](=[C:3]1[C:7]2=[N:8][C:9]([O:18][CH2:19][C:20]3[CH:25]=[CH:24][CH:23]=[CH:22][N:21]=3)=[CH:10][C:11]([C:12]3[CH:13]=[N:14][CH:15]=[N:16][CH:17]=3)=[C:6]2[CH2:5][CH2:4]1)[CH3:2], predict the reaction product. The product is: [CH2:1]([CH:3]1[C:7]2=[N:8][C:9]([O:18][CH2:19][C:20]3[CH:25]=[CH:24][CH:23]=[CH:22][N:21]=3)=[CH:10][C:11]([C:12]3[CH:13]=[N:14][CH:15]=[N:16][CH:17]=3)=[C:6]2[CH2:5][CH2:4]1)[CH3:2]. (5) The product is: [N+:1]([C:4]1[CH:9]=[CH:8][C:7]([C:10]2[CH:11]=[CH:12][C:13]([C:16]([F:17])([F:18])[F:19])=[CH:14][CH:15]=2)=[CH:6][C:5]=1[CH2:20][NH2:21])([O-:3])=[O:2]. Given the reactants [N+:1]([C:4]1[CH:9]=[CH:8][C:7]([C:10]2[CH:15]=[CH:14][C:13]([C:16]([F:19])([F:18])[F:17])=[CH:12][CH:11]=2)=[CH:6][C:5]=1[C:20]#[N:21])([O-:3])=[O:2].O.Cl, predict the reaction product. (6) The product is: [C:1]([OH:5])(=[O:17])[C:2]([CH3:4])=[CH2:3].[C:1]([OH:5])(=[O:17])[C:2]([CH3:4])=[CH2:3].[CH3:27][C:19]1([CH3:28])[C:20]2[C:25](=[CH:24][C:23]([OH:26])=[CH:22][CH:21]=2)[C:10]2([C:11]3[C:16](=[CH:15][CH:14]=[C:13]([OH:17])[CH:12]=3)[C:8]([CH3:29])([CH3:7])[CH2:9]2)[CH2:18]1. Given the reactants [C:1](Cl)(=[O:5])[C:2]([CH3:4])=[CH2:3].[CH3:7][C:8]1([CH3:29])[C:16]2[C:11](=[CH:12][C:13]([OH:17])=[CH:14][CH:15]=2)[C:10]2([C:25]3[C:20](=[CH:21][CH:22]=[C:23]([OH:26])[CH:24]=3)[C:19]([CH3:28])([CH3:27])[CH2:18]2)[CH2:9]1.C(N(CC)CC)C, predict the reaction product.